The task is: Regression/Classification. Given a drug SMILES string, predict its toxicity properties. Task type varies by dataset: regression for continuous values (e.g., LD50, hERG inhibition percentage) or binary classification for toxic/non-toxic outcomes (e.g., AMES mutagenicity, cardiotoxicity, hepatotoxicity). Dataset: ames.. This data is from Ames mutagenicity test results for genotoxicity prediction. (1) The drug is NC(CCC(=O)NNc1ccccc1)C(=O)O. The result is 1 (mutagenic). (2) The molecule is c1ccc2c(c1)-c1cc3ccccc3c3cc4c(c-2c13)CCCC4. The result is 1 (mutagenic). (3) The drug is CN1C(=O)CN=C(c2ccccc2)c2cc(Cl)ccc21. The result is 0 (non-mutagenic). (4) The drug is Cc1ccc(C)c(C)c1C. The result is 0 (non-mutagenic).